From a dataset of Catalyst prediction with 721,799 reactions and 888 catalyst types from USPTO. Predict which catalyst facilitates the given reaction. (1) Reactant: [CH3:1][C:2]1[CH:10]=[C:5]2[CH:6]=[CH:7][CH:8]=[CH:9][N:4]2[N:3]=1.C([Li])CCC.[Br:16]C(Cl)(Cl)C(Br)(Cl)Cl.[Cl-].[NH4+]. Product: [Br:16][C:9]1[N:4]2[N:3]=[C:2]([CH3:1])[CH:10]=[C:5]2[CH:6]=[CH:7][CH:8]=1. The catalyst class is: 355. (2) Reactant: [F:1][C:2]([F:44])([F:43])[C:3]1[CH:4]=[C:5]([CH:40]=[CH:41][CH:42]=1)[CH2:6][NH:7][C:8]([C:10]1[CH:15]=[CH:14][N:13]=[C:12]([C:16]2[CH:21]=[C:20]([N:22]3[CH2:27][CH2:26][CH2:25][CH2:24][CH2:23]3)[CH:19]=[CH:18][C:17]=2[NH:28][C:29]([C:31]2[CH:32]=[C:33]([CH:37]=[CH:38][CH:39]=2)[C:34](O)=[O:35])=[O:30])[CH:11]=1)=[O:9].Cl.[CH3:46][NH:47][CH2:48][CH2:49][Cl:50].C(N(C(C)C)CC)(C)C.CN(C(ON1N=NC2C=CC=NC1=2)=[N+](C)C)C.F[P-](F)(F)(F)(F)F. The catalyst class is: 18. Product: [Cl:50][CH2:49][CH2:48][N:47]([CH3:46])[C:34](=[O:35])[C:33]1[CH:37]=[CH:38][CH:39]=[C:31]([C:29]([NH:28][C:17]2[CH:18]=[CH:19][C:20]([N:22]3[CH2:27][CH2:26][CH2:25][CH2:24][CH2:23]3)=[CH:21][C:16]=2[C:12]2[CH:11]=[C:10]([C:8](=[O:9])[NH:7][CH2:6][C:5]3[CH:40]=[CH:41][CH:42]=[C:3]([C:2]([F:43])([F:1])[F:44])[CH:4]=3)[CH:15]=[CH:14][N:13]=2)=[O:30])[CH:32]=1. (3) Reactant: Br[C:2]1[C:3](=[O:13])[C:4]2[C:9]([C:10](=[O:12])[CH:11]=1)=[CH:8][CH:7]=[CH:6][CH:5]=2.[CH2:14]([NH2:17])[CH2:15][CH3:16]. Product: [CH2:14]([NH:17][C:2]1[C:3](=[O:13])[C:4]2[C:9]([C:10](=[O:12])[CH:11]=1)=[CH:8][CH:7]=[CH:6][CH:5]=2)[CH2:15][CH3:16]. The catalyst class is: 14. (4) The catalyst class is: 489. Product: [Br:1][C:2]1[C:3](=[O:40])[N:4]([CH2:19][C:20]2[CH:21]=[C:22]([CH:37]=[CH:38][CH:39]=2)[CH2:23][NH:24][C:25](=[O:36])[N:42]([CH3:43])[CH3:41])[C:5]([CH3:18])=[CH:6][C:7]=1[O:8][CH2:9][C:10]1[CH:15]=[CH:14][C:13]([F:16])=[CH:12][C:11]=1[F:17]. Reactant: [Br:1][C:2]1[C:3](=[O:40])[N:4]([CH2:19][C:20]2[CH:21]=[C:22]([CH:37]=[CH:38][CH:39]=2)[CH2:23][NH:24][C:25](=[O:36])OC2C=CC([N+]([O-])=O)=CC=2)[C:5]([CH3:18])=[CH:6][C:7]=1[O:8][CH2:9][C:10]1[CH:15]=[CH:14][C:13]([F:16])=[CH:12][C:11]=1[F:17].[CH3:41][NH:42][CH3:43]. (5) Reactant: [Cl:1][C:2]1[C:10]([F:11])=[CH:9][C:8]2[NH:7][C:6]3[CH2:12][CH2:13][N:14]([CH3:16])[CH2:15][C:5]=3[C:4]=2[CH:3]=1.[OH-].[K+].[F:19][C:20]([F:30])([F:29])[C:21]1[CH:26]=[CH:25][C:24]([CH:27]=[CH2:28])=[CH:23][N:22]=1. The catalyst class is: 264. Product: [Cl:1][C:2]1[C:10]([F:11])=[CH:9][C:8]2[N:7]([CH2:28][CH2:27][C:24]3[CH:23]=[N:22][C:21]([C:20]([F:30])([F:19])[F:29])=[CH:26][CH:25]=3)[C:6]3[CH2:12][CH2:13][N:14]([CH3:16])[CH2:15][C:5]=3[C:4]=2[CH:3]=1. (6) Reactant: [C:1]([O:4][C@@H:5]1[C@@H:10]([O:11][C:12](=[O:14])[CH3:13])[C@H:9]([O:15][C:16](=[O:18])[CH3:17])[C@@H:8]([CH2:19][O:20][C:21](=[O:23])[CH3:22])[O:7][C@@H:6]1Br)(=[O:3])[CH3:2].[N-:25]=[N+:26]=[N-:27].[Na+]. Product: [C:1]([O:4][C@@H:5]1[C@@H:10]([O:11][C:12](=[O:14])[CH3:13])[C@H:9]([O:15][C:16](=[O:18])[CH3:17])[C@@H:8]([CH2:19][O:20][C:21](=[O:23])[CH3:22])[O:7][C@H:6]1[N:25]=[N+:26]=[N-:27])(=[O:3])[CH3:2]. The catalyst class is: 3.